From a dataset of Catalyst prediction with 721,799 reactions and 888 catalyst types from USPTO. Predict which catalyst facilitates the given reaction. (1) Reactant: O=S(Cl)Cl.[Br:5][C:6]1[CH:7]=[N:8][CH:9]=[C:10]([CH:14]=1)[C:11]([OH:13])=O.CCN(C(C)C)C(C)C.[F:24][C:25]([F:35])([F:34])[O:26][C:27]1[CH:33]=[CH:32][C:30]([NH2:31])=[CH:29][CH:28]=1.C([O-])([O-])=O.[Na+].[Na+]. Product: [Br:5][C:6]1[CH:7]=[N:8][CH:9]=[C:10]([CH:14]=1)[C:11]([NH:31][C:30]1[CH:32]=[CH:33][C:27]([O:26][C:25]([F:24])([F:34])[F:35])=[CH:28][CH:29]=1)=[O:13]. The catalyst class is: 2. (2) Product: [N:1]1[N:2]=[C:3]([C:10]2[CH:19]=[CH:18][C:17]3[C:12](=[C:13]([OH:21])[CH:14]=[C:15]([F:20])[CH:16]=3)[N:11]=2)[N:4]2[CH:9]=[CH:8][CH:7]=[CH:6][C:5]=12. Reactant: [N:1]1[N:2]=[C:3]([C:10]2[CH:19]=[CH:18][C:17]3[C:12](=[C:13]([O:21][Si](C(C)C)(C(C)C)C(C)C)[CH:14]=[C:15]([F:20])[CH:16]=3)[N:11]=2)[N:4]2[CH:9]=[CH:8][CH:7]=[CH:6][C:5]=12.CCCC[N+](CCCC)(CCCC)CCCC.[F-]. The catalyst class is: 1. (3) Reactant: [CH3:1][C:2]([O:5][C:6]([N:8]1[CH2:13][CH2:12][O:11][CH2:10][CH:9]1[C:14]([OH:16])=O)=[O:7])([CH3:4])[CH3:3].[Cl-].[NH4+].C(Cl)CCl.C1C=CC2N(O)N=[N:29]C=2C=1.CCN(C(C)C)C(C)C.C([O-])(O)=O.[Na+]. Product: [NH2:29][C:14]([CH:9]1[CH2:10][O:11][CH2:12][CH2:13][N:8]1[C:6]([O:5][C:2]([CH3:4])([CH3:3])[CH3:1])=[O:7])=[O:16]. The catalyst class is: 3. (4) Reactant: [C:1]([C:4]1[CH:13]([C:14]2[CH:21]=[CH:20][C:17]([C:18]#[N:19])=[CH:16][CH:15]=2)[C:12]2[C:11](=[O:22])[NH:10][CH:9]=[CH:8][C:7]=2[NH:6][C:5]=1[CH3:23])(=[O:3])[CH3:2].[H-].[Na+].I[CH:27]([CH3:29])[CH3:28].CO. Product: [C:1]([C:4]1[CH:13]([C:14]2[CH:15]=[CH:16][C:17]([C:18]#[N:19])=[CH:20][CH:21]=2)[C:12]2[C:7](=[CH:8][CH:9]=[N:10][C:11]=2[O:22][CH:27]([CH3:29])[CH3:28])[NH:6][C:5]=1[CH3:23])(=[O:3])[CH3:2]. The catalyst class is: 3. (5) The catalyst class is: 11. Product: [Cl:1][C:2]1[C:10]([F:11])=[C:9]2[C:5]([C:6]([S:22][C:23]3[C:24]([F:32])=[C:25]([CH2:47][C:44]([OH:48])=[O:34])[CH:29]=[CH:30][CH:31]=3)=[C:7]([CH:19]3[CH2:21][CH2:20]3)[N:8]2[C:12]2[CH:13]=[N:14][N:15]([CH2:17][CH3:18])[CH:16]=2)=[CH:4][CH:3]=1. Reactant: [Cl:1][C:2]1[C:10]([F:11])=[C:9]2[C:5]([C:6]([S:22][C:23]3[C:24]([F:32])=[C:25]([CH:29]=[CH:30][CH:31]=3)C(O)=O)=[C:7]([CH:19]3[CH2:21][CH2:20]3)[N:8]2[C:12]2[CH:13]=[N:14][N:15]([CH2:17][CH3:18])[CH:16]=2)=[CH:4][CH:3]=1.S(Cl)(Cl)=[O:34].C[Si](C=[N+]=[N-])(C)C.[C:44]([OH:48])([CH3:47])(C)C.